From a dataset of Forward reaction prediction with 1.9M reactions from USPTO patents (1976-2016). Predict the product of the given reaction. (1) Given the reactants [NH2:1][C:2]1[C:7]([NH2:8])=[CH:6][CH:5]=[CH:4][C:3]=1[CH3:9].[C:10](O)(=O)/[CH:11]=[CH:12]/[C:13]1[CH:18]=[CH:17][CH:16]=[CH:15][CH:14]=1.[OH-].[Na+], predict the reaction product. The product is: [CH3:9][C:3]1[C:2]2[N:1]=[C:10](/[CH:11]=[CH:12]/[C:13]3[CH:18]=[CH:17][CH:16]=[CH:15][CH:14]=3)[NH:8][C:7]=2[CH:6]=[CH:5][CH:4]=1. (2) Given the reactants Cl.[O:2]1CCO[CH2:4][CH2:3]1.[C:8]([O:12][C:13]([N:15]1[CH2:20][CH2:19][CH:18]([CH:21]([C:42]2[CH:47]=[CH:46][CH:45]=[CH:44][CH:43]=2)[CH2:22][CH2:23][N:24]2[CH2:31][CH:30]3[CH:26]([CH2:27][N:28]([C:32]([C:34]4[C:35]([CH3:41])=[N:36][CH:37]=[N:38][C:39]=4[CH3:40])=[O:33])[CH2:29]3)[CH2:25]2)[CH2:17][CH2:16]1)=[O:14])(C)([CH3:10])[CH3:9].C1(O)CCC(O)C1, predict the reaction product. The product is: [OH:2][CH:3]1[CH2:4][CH2:10][CH:8]([O:12][C:13]([N:15]2[CH2:20][CH2:19][CH:18]([CH:21]([C:42]3[CH:43]=[CH:44][CH:45]=[CH:46][CH:47]=3)[CH2:22][CH2:23][N:24]3[CH2:31][CH:30]4[CH:26]([CH2:27][N:28]([C:32]([C:34]5[C:35]([CH3:41])=[N:36][CH:37]=[N:38][C:39]=5[CH3:40])=[O:33])[CH2:29]4)[CH2:25]3)[CH2:17][CH2:16]2)=[O:14])[CH2:9]1. (3) Given the reactants [CH3:1][O:2][C:3](=[O:12])[CH2:4][C:5]1[C:6]([CH3:11])=[N:7][NH:8][C:9]=1[CH3:10].[Br:13][C:14]1[CH:21]=[CH:20][C:17]([CH2:18]Br)=[CH:16][CH:15]=1.C([O-])([O-])=O.[K+].[K+], predict the reaction product. The product is: [CH3:1][O:2][C:3](=[O:12])[CH2:4][C:5]1[C:9]([CH3:10])=[N:8][N:7]([CH2:18][C:17]2[CH:20]=[CH:21][C:14]([Br:13])=[CH:15][CH:16]=2)[C:6]=1[CH3:11]. (4) Given the reactants [Cl:1][C:2]1[CH:10]=[C:9]2[C:5]([CH:6]=[CH:7][NH:8]2)=[CH:4][CH:3]=1.C1C(=O)N([I:18])C(=O)C1, predict the reaction product. The product is: [Cl:1][C:2]1[CH:10]=[C:9]2[C:5]([C:6]([I:18])=[CH:7][NH:8]2)=[CH:4][CH:3]=1. (5) Given the reactants [CH3:1][C:2]([CH3:9])([CH2:6][CH2:7][OH:8])[CH2:3][CH2:4][OH:5].[H-].[Na+].Br[CH2:13][CH2:14][O:15][Si:16]([C:19]([CH3:22])([CH3:21])[CH3:20])([CH3:18])[CH3:17].O, predict the reaction product. The product is: [C:19]([Si:16]([CH3:18])([CH3:17])[O:15][CH2:14][CH2:13][O:5][CH2:4][CH2:3][C:2]([CH3:9])([CH3:1])[CH2:6][CH2:7][OH:8])([CH3:22])([CH3:21])[CH3:20].